Dataset: Full USPTO retrosynthesis dataset with 1.9M reactions from patents (1976-2016). Task: Predict the reactants needed to synthesize the given product. (1) The reactants are: [C:1]([O:5][C:6](=[O:49])[C:7]1[CH:12]=[CH:11][C:10]([CH2:13][CH2:14][S:15]([N:18]2[CH2:23][CH2:22][C:21]([NH:27][C:28](=O)[C:29]3[CH:34]=[C:33]([C:35]([F:38])([F:37])[F:36])[CH:32]=[C:31]([O:39][CH2:40][C:41]4[CH:46]=[CH:45][CH:44]=[CH:43][CH:42]=4)[CH:30]=3)([C:24](=[O:26])[NH2:25])[CH2:20][CH2:19]2)(=[O:17])=[O:16])=[C:9]([CH3:48])[CH:8]=1)([CH3:4])([CH3:3])[CH3:2].[OH-].[Na+].[Cl-].[NH4+]. Given the product [C:1]([O:5][C:6](=[O:49])[C:7]1[CH:12]=[CH:11][C:10]([CH2:13][CH2:14][S:15]([N:18]2[CH2:23][CH2:22][C:21]3([N:27]=[C:28]([C:29]4[CH:34]=[C:33]([C:35]([F:37])([F:36])[F:38])[CH:32]=[C:31]([O:39][CH2:40][C:41]5[CH:42]=[CH:43][CH:44]=[CH:45][CH:46]=5)[CH:30]=4)[NH:25][C:24]3=[O:26])[CH2:20][CH2:19]2)(=[O:16])=[O:17])=[C:9]([CH3:48])[CH:8]=1)([CH3:3])([CH3:4])[CH3:2], predict the reactants needed to synthesize it. (2) Given the product [CH:1]1([C:4]2[CH:9]=[C:8]([CH:10]=[O:11])[C:7]([O:12][CH2:13][CH3:14])=[CH:6][C:5]=2[C:15]2[CH:16]=[CH:17][C:18]([F:21])=[CH:19][CH:20]=2)[CH2:3][CH2:2]1, predict the reactants needed to synthesize it. The reactants are: [CH:1]1([C:4]2[CH:9]=[C:8]([CH2:10][OH:11])[C:7]([O:12][CH2:13][CH3:14])=[CH:6][C:5]=2[C:15]2[CH:20]=[CH:19][C:18]([F:21])=[CH:17][CH:16]=2)[CH2:3][CH2:2]1. (3) The reactants are: [OH:1][CH2:2][CH:3]([CH3:42])[CH2:4][CH2:5][CH2:6][C:7]([CH3:41])=[CH:8][CH2:9][CH:10]([O:20][C:21](=[O:40])[CH2:22][C@H:23]([O:32][Si:33]([C:36]([CH3:39])([CH3:38])[CH3:37])([CH3:35])[CH3:34])[C:24]([CH3:31])([CH3:30])[C:25](=[O:29])[CH:26]([Br:28])[CH3:27])[C:11]([CH3:19])=[CH:12][C:13]1[N:14]=[C:15]([CH3:18])[S:16][CH:17]=1.CS(C)=O.C(N(CC)CC)C.N1C=CC=CC=1. Given the product [CH3:41][C:7]([CH2:6][CH2:5][CH2:4][CH:3]([CH3:42])[CH:2]=[O:1])=[CH:8][CH2:9][CH:10]([O:20][C:21](=[O:40])[CH2:22][C@H:23]([O:32][Si:33]([C:36]([CH3:37])([CH3:38])[CH3:39])([CH3:35])[CH3:34])[C:24]([CH3:30])([CH3:31])[C:25](=[O:29])[CH:26]([Br:28])[CH3:27])[C:11]([CH3:19])=[CH:12][C:13]1[N:14]=[C:15]([CH3:18])[S:16][CH:17]=1, predict the reactants needed to synthesize it. (4) Given the product [Cl:34][CH:32]([Cl:33])[C:31]([N:30]([CH2:29][CH2:28][C:22](=[O:24])[CH:18]([NH:17][C:10](=[O:11])[O:12][C:13]([CH3:14])([CH3:15])[CH3:16])[CH:19]([CH3:20])[CH3:21])[C:36]1[CH:41]=[CH:40][N:39]=[C:38]([C:42]2[O:46][N:45]=[C:44]([C:47]3[C:48]([Cl:54])=[CH:49][CH:50]=[CH:51][C:52]=3[Cl:53])[CH:43]=2)[CH:37]=1)=[O:35], predict the reactants needed to synthesize it. The reactants are: C(N(C(C)C)CC)(C)C.[C:10]([NH:17][C@H:18]([C:22]([OH:24])=O)[CH:19]([CH3:21])[CH3:20])([O:12][C:13]([CH3:16])([CH3:15])[CH3:14])=[O:11].NC(C(C)C)C(=O)[CH2:28][CH2:29][N:30]([C:36]1[CH:41]=[CH:40][N:39]=[C:38]([C:42]2[O:46][N:45]=[C:44]([C:47]3[C:52]([Cl:53])=[CH:51][CH:50]=[CH:49][C:48]=3[Cl:54])[CH:43]=2)[CH:37]=1)[C:31](=[O:35])[CH:32]([Cl:34])[Cl:33]. (5) Given the product [CH2:9]([N:13]1[CH:17]=[N:16][N:15]=[C:14]1[CH2:19][OH:20])[CH2:10][CH2:11][CH3:12], predict the reactants needed to synthesize it. The reactants are: [N+]([O-])(O)=O.N([O-])=O.[Na+].[CH2:9]([N:13]1[C:17](S)=[N:16][N:15]=[C:14]1[CH2:19][OH:20])[CH2:10][CH2:11][CH3:12].C(=O)([O-])[O-].[Na+].[Na+]. (6) Given the product [Br:1][C:2]1[CH:3]=[C:4]2[C:8](=[CH:9][CH:10]=1)[C@@H:7]([NH:11][C:29](=[N:28][C:27]1[C:22]([Cl:21])=[N:23][C:24]([C:34](=[O:38])[CH:35]([CH3:36])[CH3:37])=[CH:25][C:26]=1[CH3:33])[CH2:30][CH3:31])[CH2:6][CH2:5]2, predict the reactants needed to synthesize it. The reactants are: [Br:1][C:2]1[CH:3]=[C:4]2[C:8](=[CH:9][CH:10]=1)[C@@H:7]([NH2:11])[CH2:6][CH2:5]2.C(N(C(C)C)CC)(C)C.[Cl:21][C:22]1[C:27]([N:28]=[C:29](Cl)[CH2:30][CH3:31])=[C:26]([CH3:33])[CH:25]=[C:24]([C:34](=[O:38])[CH:35]([CH3:37])[CH3:36])[N:23]=1. (7) Given the product [Cl:6][C:7]1[CH:8]=[C:9]([CH:13]=[CH:14][C:15]=1[F:16])[C:10]([NH:5][CH2:1][CH:2]([CH3:4])[CH3:3])=[O:11], predict the reactants needed to synthesize it. The reactants are: [CH2:1]([NH2:5])[CH:2]([CH3:4])[CH3:3].[Cl:6][C:7]1[CH:8]=[C:9]([CH:13]=[CH:14][C:15]=1[F:16])[C:10](Cl)=[O:11].